From a dataset of Full USPTO retrosynthesis dataset with 1.9M reactions from patents (1976-2016). Predict the reactants needed to synthesize the given product. (1) Given the product [ClH:29].[ClH:29].[CH3:1][O:2][C:3]1[C:9]([CH2:10][CH2:11][N:12]2[CH2:13][CH2:14][N:15]([C:18]3[CH:27]=[CH:26][CH:25]=[C:24]4[C:19]=3[CH:20]=[CH:21][C:22]([CH3:28])=[N:23]4)[CH2:16][CH2:17]2)=[CH:8][CH:7]=[CH:6][C:4]=1[N:5]1[CH2:30][CH2:31][NH:32][C:33]1=[O:34], predict the reactants needed to synthesize it. The reactants are: [CH3:1][O:2][C:3]1[C:9]([CH2:10][CH2:11][N:12]2[CH2:17][CH2:16][N:15]([C:18]3[CH:27]=[CH:26][CH:25]=[C:24]4[C:19]=3[CH:20]=[CH:21][C:22]([CH3:28])=[N:23]4)[CH2:14][CH2:13]2)=[CH:8][CH:7]=[CH:6][C:4]=1[NH2:5].[Cl:29][CH2:30][CH2:31][N:32]=[C:33]=[O:34]. (2) Given the product [CH2:30]([O:28][C:27]1[C:22]([C:21]([NH2:20])=[O:29])=[N:23][CH:24]=[CH:25][CH:26]=1)[CH2:41][CH3:42], predict the reactants needed to synthesize it. The reactants are: C1(COC2C=C(C3OC=C(C[NH:20][C:21](=[O:29])[C:22]4[C:27]([OH:28])=[CH:26][CH:25]=[CH:24][N:23]=4)N=3)C=CC=2OC)CC1.[C:30](=O)([O-])[O-].[Cs+].[Cs+].O.C(O[CH2:41][CH3:42])(=O)C. (3) Given the product [C:3]([Si:7]([O:8][C:9]1[CH:14]=[CH:13][C:12]([O:15][CH2:20][CH:22]2[CH2:23][O:24]2)=[CH:11][C:10]=1[O:16][CH3:17])([CH3:19])[CH3:18])([CH3:6])([CH3:5])[CH3:4], predict the reactants needed to synthesize it. The reactants are: [H-].[Na+].[C:3]([Si:7]([CH3:19])([CH3:18])[O:8][C:9]1[CH:14]=[CH:13][C:12]([OH:15])=[CH:11][C:10]=1[O:16][CH3:17])([CH3:6])([CH3:5])[CH3:4].[CH2:20]([CH:22]1[O:24][CH2:23]1)Cl. (4) Given the product [CH2:6]([N:7]1[CH:11]=[C:10]([NH:12][C:13]([C:15]2[C:23]3[CH2:22][CH2:21][C:20]([CH3:24])([CH3:32])[CH2:19][C:18]=3[NH:17][N:16]=2)=[O:14])[CH:9]=[N:8]1)[C:5]1[CH:4]=[CH:3][CH:31]=[CH:30][CH:29]=1, predict the reactants needed to synthesize it. The reactants are: C([C:3]1[CH:4]=[C:5]([CH:29]=[CH:30][CH:31]=1)[CH2:6][N:7]1[CH:11]=[C:10]([NH:12][C:13]([C:15]2[C:23]3[CH2:22][CH2:21][CH:20]([C:24]4C=NNC=4)[CH2:19][C:18]=3[NH:17][N:16]=2)=[O:14])[CH:9]=[N:8]1)#N.[CH3:32]C1(C)CC2N(COCC[Si](C)(C)C)N=C(C(O)=O)C=2CC1.NC1C=NN(CC2C=C(C=CC=2)C#N)C=1.C(N1C=C(N)C=N1)C1C=CC=CC=1.